The task is: Token-level Classification. Given an antigen amino acid sequence, predict which amino acid positions are active epitope sites capable of antibody binding. Output is a list of indices for active positions.. This data is from B-cell epitopes from IEDB database with 3,159 antigens for binding position prediction. (1) Given the antigen sequence: MWLPVYVPLLLVFGVSLSLPQGSLGTDSSSLRGVDADTEKRINVGKKHLQTLRNLETRCHDSLQALVVIDAGSSSTRTNVFLAKTRSCPNKGRSIDPDSIQLIGAGKRFAGLRVVLEEWLDTYAGKDWESRPVDARLLFQYVPQMHEGAKKLMQLLEEDTVAILDSQLNEKQKVQVKALGIPVMLCSTAGVRDFHEWYRDALFVLLRHLINNPSPAHGYKFFTNPFWTRPITGAEEGLFAFITLNHLSRRLGEDPARCMIDEYGVKQCRNDLAGVVEVGGASAQIVFPLQEGTVLPSSVRAVNLQRERLLPERYPSADVVSVSFMQLGMASSAGLFLKELCSNDEFLQGGICSNPCLFKGFQQSCSAGEVEVRPDGSASVNEDVRKNRLKPLATYCSVNNPEISFKVTNEMQCRENSIDPTKPLAERMKIENCSIIKGTGNFDKCVSQVESILVAPKLPLPANIEAASSGFESVDQVFRFASSTAPMIVTGGGMLAAINT..., which amino acid positions are active epitope sites? The epitope positions are: [484, 485, 486, 487, 488, 489, 490, 491, 492, 493, 494, 495, 496, 497, 498, 499, 500, 501]. The amino acids at these positions are: APMIVTGGGMLAAINTLK. (2) Given the antigen sequence: MREIVHLQAGQCGNQIGAKFWEVISDEHGIDPTGTYHGDSDLQLERINVYYNEATGGNYVPRAVLVDLEPGTMDSVRSGPFGQIFRPDNFVFGQSGAGNNWAKGHYTEGAELVDAVLDVVRKEAESCDCLQGFQLTHSLGGGTGSGMGTLLISKIREEFPDRIMNTFSVVPSPKVSDTVVEPYNATLSVHQLVENTDETYCIDNEALYDICFRTLKLTTPTYGDLNHLVSATMSGVTTCLRFPGQLNADLRKLAVNMVPFPRLHFFMPGFAPLTSRGSQQYRALTVPELTQQMFDAKNMMAACDPRHGRYLTVAAVFRGRMSMKEVDEQMLSVQSKNSSYFVEWIPNNVKTAVCDIPPRGLKMAATFIGNSTAIQELFKRISEQFTAMFRRKAFLHWYTGEGMDEMEFTEAESNMNDLVSEYQQYQDATAEEGEFEEEAEEEVA, which amino acid positions are active epitope sites? The epitope positions are: [354, 355, 356, 357, 358, 359, 360, 361, 362, 363, 364, 365, 366, 367, 368]. The amino acids at these positions are: DIPPRGLKMAATFIG. (3) Given the antigen sequence: MLTILVALALFLLAAHASARQQWELQGDRRCQSQLERANLRPCEQHLMQKIQRDEDSYERDPYSPSQDPYSPSPYDRRGAGSSQHQERCCNELNEFENNQRCMCEALQQIMENQSDRLQGRQQEQQFKRELRNLPQQCGLRAPQRCDLDVESGGRDRY, which amino acid positions are active epitope sites? The epitope positions are: [16, 17, 18, 19, 20, 21, 22, 23, 24, 25, 26, 27, 28, 29, 30]. The amino acids at these positions are: ASARQQWELQGDRRC. (4) Given the antigen sequence: MGKLSPVCLYLLLQGLLLFNTGTARNLNELKMECPHTIGLGQGLVVGSVELPPVPIQQVETLKLESSCNFDLHTSTAGQQAFTKWTWEIKGDLAENTQASSTSFQTKSSEVNLRGLCLIPTLVIETAARMRKTIACYDLSCNQTVCQPTVYLMGPIQTCITTKSCLLGLGDQRIQVNYEKTYCVSGQLVEGVCFNPIHTMALSQPSHTYDIVTMMVRCFLVIKKVTSGDSMKIEKNFETLVQKNGCTANSFQGYYICLIGSSSEPLYVPTLDDYRSAEVLSRMAFAPHGEDHDVEKNAISALRIAGKVTGKAPSTESSDTVQGVAFSGSPLYTSTGVLTAKDDPVYIWAPGIIMEGNHSVCEKKTLPLTWTGFISLPGEIEKTTQCTVFCTLAGPGADCEAYSETGIFNISSPTCLINRVQRFRGAEQQIKFVCQRVDMDITVYCNGVKKVILTKTLVIGQCIYTFTSIFSLIPGVAHSLAVELCVPGLHGWATMLLLLT..., which amino acid positions are active epitope sites? The epitope positions are: [879, 880, 881, 882, 883, 884, 885, 886]. The amino acids at these positions are: GDPGDIMS. (5) Given the antigen sequence: AHFPGFGQSLLFRYPVYVFGDCVQGDWCPISGGLCSARLHRHALLATCPEHQITWDPIDGRVIGSALQFLIPRLPSFPTQRTSKTLKVLTPPITHTTPNIPPSFLQAMRKYSPFRNGYMEPTLGQHLPTLSFPDPGLRPQNLYTLWGGSVVCMYLYQLSPPITWPLLPHVIFCHPGQLGAFLTNVPYKRIEELLYKISLTTRALIILPEDCLPTTLFQPVRAPVTLTAWQNGLLPFHSTLTTPGLIWTFTDGTPMISGPCPKDGQPSLVLQSSSFIFHKFQTKAYHPSFLLSHGLIQYSSFHNLHLLFEEYTNIPISLLFNEKEADDNDHEPQISPGGLEPPSEKHFRETEV, which amino acid positions are active epitope sites? The epitope positions are: [104, 105, 106, 107, 108, 109, 110, 111, 112, 113, 114, 115, 116, 117, 118, 119, 120, 121, 122, 123]. The amino acids at these positions are: LQAMRKYSPFRNGYMEPTLG. (6) The epitope positions are: [18, 19, 20, 21, 22, 23, 24, 25, 26, 27, 28, 29, 30, 31, 32]. The amino acids at these positions are: ASTMDHARHGSLPQK. Given the antigen sequence: MASQKRPSQRHGSKYLATASTMDHARHGSLPQKSHGRTQDENPVVHFFKNIVTPRTPPPSQGKGRGLSLSRFSW, which amino acid positions are active epitope sites?